From a dataset of Peptide-MHC class I binding affinity with 185,985 pairs from IEDB/IMGT. Regression. Given a peptide amino acid sequence and an MHC pseudo amino acid sequence, predict their binding affinity value. This is MHC class I binding data. (1) The peptide sequence is TCDGNTFTY. The binding affinity (normalized) is 0.0847. The MHC is HLA-B07:02 with pseudo-sequence HLA-B07:02. (2) The MHC is HLA-A68:01 with pseudo-sequence HLA-A68:01. The peptide sequence is LIDVLKTRL. The binding affinity (normalized) is 0. (3) The peptide sequence is APAKKAAAK. The MHC is HLA-B40:01 with pseudo-sequence HLA-B40:01. The binding affinity (normalized) is 0.0847. (4) The peptide sequence is APQLVSTAA. The MHC is HLA-B07:02 with pseudo-sequence HLA-B07:02. The binding affinity (normalized) is 0.631.